The task is: Predict the reaction yield, written as a fraction of the theoretical maximum amount of product (1.0 means a 100% yield; for example, 0.34 means a 34% yield).. This data is from Reaction yield outcomes from USPTO patents with 853,638 reactions. The reactants are C(OC([N:8]1[CH2:13][CH2:12][N:11]([C:14]2[C:23]3[C:18](=[CH:19][CH:20]=[CH:21][CH:22]=3)[N:17]([CH2:24][C:25]3[CH:30]=[CH:29][C:28]([F:31])=[CH:27][CH:26]=3)[C:16](=[O:32])[C:15]=2[C:33]#[N:34])[CH2:10][CH2:9]1)=O)(C)(C)C.[ClH:35]. The catalyst is O1CCOCC1. The product is [ClH:35].[F:31][C:28]1[CH:27]=[CH:26][C:25]([CH2:24][N:17]2[C:18]3[C:23](=[CH:22][CH:21]=[CH:20][CH:19]=3)[C:14]([N:11]3[CH2:10][CH2:9][NH:8][CH2:13][CH2:12]3)=[C:15]([C:33]#[N:34])[C:16]2=[O:32])=[CH:30][CH:29]=1. The yield is 1.00.